Dataset: M1 muscarinic receptor agonist screen with 61,833 compounds. Task: Binary Classification. Given a drug SMILES string, predict its activity (active/inactive) in a high-throughput screening assay against a specified biological target. The compound is O=C1N(C(=O)NC21CCCCC2)CC(=O)Nc1c(cc(cc1C)C)C. The result is 0 (inactive).